This data is from Reaction yield outcomes from USPTO patents with 853,638 reactions. The task is: Predict the reaction yield, written as a fraction of the theoretical maximum amount of product (1.0 means a 100% yield; for example, 0.34 means a 34% yield). (1) The product is [NH2:22][C:2]1[CH:7]=[CH:6][N:5]=[C:4]([C:8]([C:10]2[C:18]3[CH:17]=[N:16][CH:15]=[N:14][C:13]=3[N:12]([CH:19]([CH3:21])[CH3:20])[CH:11]=2)=[O:9])[CH:3]=1. The catalyst is O.O.O.O.O.S([O-])([O-])(=O)=O.[Cu+2]. The yield is 0.470. The reactants are Br[C:2]1[CH:7]=[CH:6][N:5]=[C:4]([C:8]([C:10]2[C:18]3[CH:17]=[N:16][CH:15]=[N:14][C:13]=3[N:12]([CH:19]([CH3:21])[CH3:20])[CH:11]=2)=[O:9])[CH:3]=1.[NH3:22]. (2) The reactants are [N+:1]([C:4]1[CH:5]=[C:6]([N:10]2[CH2:15][CH2:14][NH:13][CH2:12][CH2:11]2)[CH:7]=[CH:8][CH:9]=1)([O-])=O.C(N(CC)CC)C.[CH3:23][S:24](Cl)(=[O:26])=[O:25]. The catalyst is ClCCl. The product is [CH3:23][S:24]([N:13]1[CH2:14][CH2:15][N:10]([C:6]2[CH:5]=[C:4]([NH2:1])[CH:9]=[CH:8][CH:7]=2)[CH2:11][CH2:12]1)(=[O:26])=[O:25]. The yield is 0.200.